The task is: Predict the reactants needed to synthesize the given product.. This data is from Full USPTO retrosynthesis dataset with 1.9M reactions from patents (1976-2016). (1) The reactants are: [C:1]([O:5][C:6](=[O:21])[CH2:7][N:8]1[C:16]2[C:11](=[N:12][CH:13]=[CH:14][CH:15]=2)[CH:10]=[C:9]1[CH2:17][CH2:18][CH2:19][OH:20])([CH3:4])([CH3:3])[CH3:2].[CH3:22][OH:23].[Cr](O[Cr]([O-])(=O)=O)([O-])(=O)=O.[NH+]1C=CC=CC=1.[NH+]1C=CC=CC=1.C([O-])([O-])=O.[Na+].[Na+]. Given the product [CH3:22][O:23][C:19](=[O:20])[CH2:18][CH2:17][C:9]1[N:8]([CH2:7][C:6]([O:5][C:1]([CH3:3])([CH3:2])[CH3:4])=[O:21])[C:16]2[C:11](=[N:12][CH:13]=[CH:14][CH:15]=2)[CH:10]=1, predict the reactants needed to synthesize it. (2) Given the product [Cl:17][C:18]1[N:19]=[C:20]([C:34]2[N:39]=[CH:38][CH:37]=[CH:36][N:35]=2)[N:21]=[C:22]([NH:16][S:13]([C:10]2[CH:11]=[CH:12][C:7]([C:3]([CH3:6])([CH3:4])[CH3:5])=[CH:8][CH:9]=2)(=[O:14])=[O:15])[C:23]=1[O:24][C:25]1[CH:30]=[CH:29][CH:28]=[CH:27][C:26]=1[O:31][CH3:32], predict the reactants needed to synthesize it. The reactants are: [H-].[Na+].[C:3]([C:7]1[CH:12]=[CH:11][C:10]([S:13]([NH2:16])(=[O:15])=[O:14])=[CH:9][CH:8]=1)([CH3:6])([CH3:5])[CH3:4].[Cl:17][C:18]1[C:23]([O:24][C:25]2[CH:30]=[CH:29][CH:28]=[CH:27][C:26]=2[O:31][CH3:32])=[C:22](Cl)[N:21]=[C:20]([C:34]2[N:39]=[CH:38][CH:37]=[CH:36][N:35]=2)[N:19]=1.Cl. (3) Given the product [C:1]([C:4]1[C:5](=[O:23])[N:6]([CH2:19][C:20]2[CH:47]=[CH:46][C:45]([F:44])=[CH:21][CH:22]=2)[N:7]=[C:8]([C:10]2[CH:11]=[CH:12][C:13]3[O:17][CH2:16][CH2:15][C:14]=3[CH:18]=2)[CH:9]=1)([OH:3])=[O:2], predict the reactants needed to synthesize it. The reactants are: [C:1]([C:4]1[C:5](=[O:23])[N:6]([CH2:19][CH:20]2[CH2:22][CH2:21]2)[N:7]=[C:8]([C:10]2[CH:11]=[CH:12][C:13]3[O:17][CH2:16][CH2:15][C:14]=3[CH:18]=2)[CH:9]=1)([OH:3])=[O:2].O1C2C=CC(C3C=C(C(OC)=O)C(=O)NN=3)=CC=2CC1.[F:44][C:45]1C=CC(CCl)=[CH:47][CH:46]=1. (4) Given the product [Br:1][C:2]1[CH:11]=[CH:10][CH:9]=[C:8]2[C:3]=1[CH:4]=[CH:5][C:6]([O:16][CH3:15])=[N:7]2, predict the reactants needed to synthesize it. The reactants are: [Br:1][C:2]1[CH:11]=[CH:10][CH:9]=[C:8]2[C:3]=1[CH:4]=[CH:5][C:6](Cl)=[N:7]2.[H-].[Na+].[C:15](=O)(O)[O-:16].[Na+]. (5) Given the product [NH2:6][C:5]1[NH:21][N:20]=[C:3]([NH:9][C:10]2[CH:15]=[CH:14][C:13]([N+:16]([O-:18])=[O:17])=[CH:12][CH:11]=2)[C:4]=1[C:7]#[N:8], predict the reactants needed to synthesize it. The reactants are: CS[C:3]([NH:9][C:10]1[CH:15]=[CH:14][C:13]([N+:16]([O-:18])=[O:17])=[CH:12][CH:11]=1)=[C:4]([C:7]#[N:8])[C:5]#[N:6].O.[NH2:20][NH2:21].